This data is from Catalyst prediction with 721,799 reactions and 888 catalyst types from USPTO. The task is: Predict which catalyst facilitates the given reaction. (1) Reactant: [CH3:1][CH:2]([O:4][C:5]1[CH:12]=[CH:11][C:10]([C:13]2[O:17][N:16]=[C:15]([C:18]3[CH:27]=[CH:26][CH:25]=[C:24]4[C:19]=3[CH2:20][CH2:21][NH:22][CH2:23]4)[N:14]=2)=[CH:9][C:6]=1[C:7]#[N:8])[CH3:3].Br[CH2:29][C:30]([O:32][CH2:33][CH3:34])=[O:31].C([O-])([O-])=O.[Cs+].[Cs+]. Product: [CH:30]([OH:32])=[O:31].[CH2:33]([O:32][C:30](=[O:31])[CH2:29][N:22]1[CH2:21][CH2:20][C:19]2[C:24](=[CH:25][CH:26]=[CH:27][C:18]=2[C:15]2[N:14]=[C:13]([C:10]3[CH:11]=[CH:12][C:5]([O:4][CH:2]([CH3:1])[CH3:3])=[C:6]([C:7]#[N:8])[CH:9]=3)[O:17][N:16]=2)[CH2:23]1)[CH3:34]. The catalyst class is: 3. (2) Reactant: [Cl:1][C:2]1[CH:3]=[C:4]2[C:8](=[CH:9][CH:10]=1)[NH:7][C:6]([C:11]([OH:13])=O)=[CH:5]2.Cl.CN(C)CCCN=C=NCC.O.O[N:28]1[C:32]2C=[CH:34][CH:35]=[CH:36][C:31]=2[N:30]=N1. Product: [ClH:1].[NH2:28][C@@H:32]1[CH2:34][CH2:35][CH2:36][C@H:31]1[NH:30][C:11]([C:6]1[NH:7][C:8]2[C:4]([CH:5]=1)=[CH:3][C:2]([Cl:1])=[CH:10][CH:9]=2)=[O:13]. The catalyst class is: 9. (3) Product: [Cl:2][C:3]1[CH:11]=[CH:10][CH:9]=[C:8]2[C:4]=1[CH2:5][N:6]([C:12]([O:14][C@H:15]1[CH2:32][N:31]3[C@H:17]([C:18](=[O:45])[NH:19][C@:20]4([C:36](=[O:44])[NH:37][S:38]([CH:41]5[CH2:42][CH2:43]5)(=[O:39])=[O:40])[CH2:35][C@H:21]4[CH:22]=[CH:23][CH2:24][O:25][CH2:26][CH2:27][CH2:28][C@H:29]([NH:34][C:58]([NH2:53])=[S:59])[C:30]3=[O:33])[CH2:16]1)=[O:13])[CH2:7]2. Reactant: Cl.[Cl:2][C:3]1[CH:11]=[CH:10][CH:9]=[C:8]2[C:4]=1[CH2:5][N:6]([C:12]([O:14][C@H:15]1[CH2:32][N:31]3[C@H:17]([C:18](=[O:45])[NH:19][C@:20]4([C:36](=[O:44])[NH:37][S:38]([CH:41]5[CH2:43][CH2:42]5)(=[O:40])=[O:39])[CH2:35][C@H:21]4[CH:22]=[CH:23][CH2:24][O:25][CH2:26][CH2:27][CH2:28][C@H:29]([NH2:34])[C:30]3=[O:33])[CH2:16]1)=[O:13])[CH2:7]2.C(N(CC)CC)C.[N:53]1([C:58](N2C=CN=C2)=[S:59])C=CN=C1.N.S([O-])(O)(=O)=O.[K+]. The catalyst class is: 20. (4) Reactant: [N+:1]([C:4]1[CH:9]=[C:8]([N+:10]([O-:12])=[O:11])[CH:7]=[CH:6][C:5]=1[CH3:13])([O-:3])=[O:2].C=O.[O-:16][CH2:17]CCC.[O-:21][CH2:22]CCC.[O-:16][CH2:17]CCC.[O-:21][CH2:22]CCC.[K+].[K+].[K+].[K+].Cl. Product: [N+:1]([C:4]1[CH:9]=[C:8]([N+:10]([O-:12])=[O:11])[CH:7]=[CH:6][C:5]=1[CH:13]([CH2:17][OH:16])[CH2:22][OH:21])([O-:3])=[O:2]. The catalyst class is: 37. (5) Reactant: [CH:1]1([CH2:4][O:5][NH:6][C:7]([C:9]2[C:24]([NH:25][C:26]3[CH:31]=[CH:30][C:29]([Br:32])=[CH:28][C:27]=3[CH3:33])=[C:23]([F:34])[C:12]3[N:13]=[CH:14][N:15]([CH2:16][CH2:17][CH2:18][CH:19]([OH:22])CO)[C:11]=3[CH:10]=2)=[O:8])[CH2:3][CH2:2]1.C1COCC1.P([O-])([O-])([O-])=O.I([O-])(=O)(=O)=O.[Na+]. Product: [CH:1]1([CH2:4][O:5][NH:6][C:7]([C:9]2[C:24]([NH:25][C:26]3[CH:31]=[CH:30][C:29]([Br:32])=[CH:28][C:27]=3[CH3:33])=[C:23]([F:34])[C:12]3[N:13]=[CH:14][N:15]([CH2:16][CH2:17][CH2:18][CH:19]=[O:22])[C:11]=3[CH:10]=2)=[O:8])[CH2:3][CH2:2]1. The catalyst class is: 13. (6) Reactant: [CH3:1][C:2]([CH3:19])([CH3:18])[CH2:3][O:4][CH2:5][C:6]1[CH:17]=[CH:16][C:9]([C:10](N(OC)C)=[O:11])=[CH:8][CH:7]=1.[H-].C([Al+]CC(C)C)C(C)C.Cl. The catalyst class is: 7. Product: [CH3:1][C:2]([CH3:19])([CH3:18])[CH2:3][O:4][CH2:5][C:6]1[CH:7]=[CH:8][C:9]([CH:10]=[O:11])=[CH:16][CH:17]=1. (7) Reactant: [CH:1]1[C:6]([N+:7]([O-:9])=[O:8])=[CH:5][CH:4]=[C:3]([OH:10])[CH:2]=1.O.[K].CN(C)C=O.[F:18][C:19]([F:26])([F:25])[C:20]([F:24])=[C:21]([F:23])[F:22]. Product: [F:22][C:21]([F:23])([O:10][C:3]1[CH:4]=[CH:5][C:6]([N+:7]([O-:9])=[O:8])=[CH:1][CH:2]=1)[CH:20]([F:24])[C:19]([F:26])([F:25])[F:18]. The catalyst class is: 69. (8) Reactant: [NH2:1][C@@H:2]([CH2:6][CH2:7][CH3:8])[CH2:3][CH2:4][OH:5].[NH2:9][C:10]1[N:15]=[C:14](Cl)[C:13]([CH2:17][C:18]2[CH:23]=[CH:22][C:21]([CH2:24][C:25]#[N:26])=[CH:20][C:19]=2[F:27])=[C:12]([CH3:28])[N:11]=1. Product: [NH2:9][C:10]1[N:15]=[C:14]([NH:1][C@@H:2]([CH2:6][CH2:7][CH3:8])[CH2:3][CH2:4][OH:5])[C:13]([CH2:17][C:18]2[CH:23]=[CH:22][C:21]([CH2:24][C:25]#[N:26])=[CH:20][C:19]=2[F:27])=[C:12]([CH3:28])[N:11]=1. The catalyst class is: 51.